Dataset: Forward reaction prediction with 1.9M reactions from USPTO patents (1976-2016). Task: Predict the product of the given reaction. Given the reactants [OH:1][CH2:2][CH:3]1[C:9](=[O:10])[N:8]([CH2:11][C:12]2[CH:17]=[CH:16][C:15]([O:18][CH3:19])=[CH:14][CH:13]=2)[C:7]2[CH:20]=[CH:21][CH:22]=[CH:23][C:6]=2[CH2:5][CH2:4]1.[CH3:24][S:25](Cl)(=[O:27])=[O:26].CCN(C(C)C)C(C)C, predict the reaction product. The product is: [CH3:19][O:18][C:15]1[CH:14]=[CH:13][C:12]([CH2:11][N:8]2[C:9](=[O:10])[CH:3]([CH2:2][O:1][S:25]([CH3:24])(=[O:27])=[O:26])[CH2:4][CH2:5][C:6]3[CH:23]=[CH:22][CH:21]=[CH:20][C:7]2=3)=[CH:17][CH:16]=1.